Dataset: Reaction yield outcomes from USPTO patents with 853,638 reactions. Task: Predict the reaction yield, written as a fraction of the theoretical maximum amount of product (1.0 means a 100% yield; for example, 0.34 means a 34% yield). (1) The reactants are [C:1]([O-])(=O)C.[Na+].[C:6]([O-:9])([O-])=[O:7].[K+].[K+].[CH2:12]([O:19][C:20]1[N:25]=[CH:24][C:23]([OH:26])=[C:22]([C:27]#[C:28][C:29]2[CH:34]=[CH:33][C:32]([F:35])=[CH:31][CH:30]=2)[CH:21]=1)[C:13]1[CH:18]=[CH:17][CH:16]=[CH:15][CH:14]=1. The catalyst is CO.O.O.[Cu](Cl)Cl.[Pd](Cl)Cl. The product is [CH2:12]([O:19][C:20]1[CH:21]=[C:22]2[C:27]([C:6]([O:9][CH3:1])=[O:7])=[C:28]([C:29]3[CH:34]=[CH:33][C:32]([F:35])=[CH:31][CH:30]=3)[O:26][C:23]2=[CH:24][N:25]=1)[C:13]1[CH:14]=[CH:15][CH:16]=[CH:17][CH:18]=1. The yield is 1.00. (2) The reactants are [CH2:1]([N:8]1[C:16]2[C:11](=[CH:12][CH:13]=[C:14]([OH:17])[CH:15]=2)[C:10]([C:18]([NH:20][CH2:21][C:22]2[CH:27]=[CH:26][C:25]([F:28])=[C:24]([F:29])[CH:23]=2)=[O:19])=[C:9]1[CH:30]([CH3:32])[CH3:31])[C:2]1[CH:7]=[CH:6][CH:5]=[CH:4][CH:3]=1.C([O-])([O-])=O.[K+].[K+].Br[CH:40]1[CH2:44][CH2:43][O:42][C:41]1=[O:45]. The catalyst is CN(C=O)C. The product is [CH2:1]([N:8]1[C:16]2[C:11](=[CH:12][CH:13]=[C:14]([O:17][CH:40]3[CH2:44][CH2:43][O:42][C:41]3=[O:45])[CH:15]=2)[C:10]([C:18]([NH:20][CH2:21][C:22]2[CH:27]=[CH:26][C:25]([F:28])=[C:24]([F:29])[CH:23]=2)=[O:19])=[C:9]1[CH:30]([CH3:32])[CH3:31])[C:2]1[CH:7]=[CH:6][CH:5]=[CH:4][CH:3]=1. The yield is 0.710. (3) The reactants are Cl[C:2]1[CH:3]=[CH:4][C:5]([N+:10]([O-:12])=[O:11])=[C:6]([O:8][CH3:9])[CH:7]=1.[P:13]([O-:20])([O:17][CH2:18][CH3:19])[O:14][CH2:15][CH3:16].CC1(C)C2C(=C(P(C3C=CC=CC=3)C3C=CC=CC=3)C=CC=2)OC2C(P(C3C=CC=CC=3)C3C=CC=CC=3)=CC=CC1=2.P([O-])([O-])([O-])=O.[K+].[K+].[K+]. The catalyst is CN(C=O)C.C([O-])(=O)C.[Pd+2].C([O-])(=O)C. The product is [CH3:9][O:8][C:6]1[CH:7]=[C:2]([P:13](=[O:20])([O:17][CH2:18][CH3:19])[O:14][CH2:15][CH3:16])[CH:3]=[CH:4][C:5]=1[N+:10]([O-:12])=[O:11]. The yield is 0.330. (4) The reactants are Cl[C:2]1[N:7]=[C:6]([CH3:8])[C:5]([CH:9]=[O:10])=[CH:4][CH:3]=1.[SH:11][C:12]1[CH:17]=[CH:16][C:15](O)=[CH:14][CH:13]=1.C([O-])([O-])=O.[K+].[K+].[C:25]([O:29][C:30](=[O:33])CBr)([CH3:28])([CH3:27])[CH3:26]. The catalyst is CN(C=O)C. The product is [C:25]([O:29][C:30](=[O:33])[C:15]1[CH:16]=[CH:17][C:12]([S:11][C:2]2[CH:3]=[CH:4][C:5]([CH:9]=[O:10])=[C:6]([CH3:8])[N:7]=2)=[CH:13][CH:14]=1)([CH3:28])([CH3:27])[CH3:26]. The yield is 1.00. (5) The reactants are [N+:1]([C:4]1[CH:12]=[CH:11][C:7](C(O)=O)=[CH:6][CH:5]=1)([O-:3])=[O:2].[N:13]1[CH:18]=[CH:17][C:16]([NH:19][C:20]2[CH:25]=[CH:24][CH:23]=[C:22](N)[CH:21]=2)=[CH:15][CH:14]=1.[N:27]1[CH:32]=CC=CC=1.[O:33]=S(Cl)Cl. The catalyst is CN(C=O)C.O1CCOCC1. The product is [N+:1]([C:4]1[CH:5]=[CH:6][C:7]([NH:27][C:32](=[O:33])[C:22]2[CH:23]=[CH:24][CH:25]=[C:20]([NH:19][C:16]3[CH:17]=[CH:18][N:13]=[CH:14][CH:15]=3)[CH:21]=2)=[CH:11][CH:12]=1)([O-:3])=[O:2]. The yield is 0.790. (6) The reactants are [NH2:1][C:2]1[S:3][C:4](Br)=[C:5]([C:7]([CH3:10])([CH3:9])[CH3:8])[N:6]=1.[NH:12]1[CH2:17][CH2:16][CH2:15][CH2:14][CH2:13]1.C(=O)([O-])[O-].[K+].[K+].C(#N)C. The catalyst is O. The product is [NH2:1][C:2]1[S:3][C:4]([N:12]2[CH2:17][CH2:16][CH2:15][CH2:14][CH2:13]2)=[C:5]([C:7]([CH3:10])([CH3:9])[CH3:8])[N:6]=1. The yield is 0.793. (7) The catalyst is O1CCCC1.O. The product is [CH3:1][C:2]1[N:3]=[CH:4][C:5]([C:8]2[N:9]([C:17]3[CH:22]=[CH:21][C:20]([S:23]([NH2:45])(=[O:25])=[O:24])=[CH:19][CH:18]=3)[CH:10]=[C:11]([C:13]([F:16])([F:15])[F:14])[N:12]=2)=[CH:6][CH:7]=1. The yield is 0.120. The reactants are [CH3:1][C:2]1[CH:7]=[CH:6][C:5]([C:8]2[N:9]([C:17]3[CH:22]=[CH:21][C:20]([S:23](C)(=[O:25])=[O:24])=[CH:19][CH:18]=3)[CH:10]=[C:11]([C:13]([F:16])([F:15])[F:14])[N:12]=2)=[CH:4][N:3]=1.C([Mg]Cl)CCC.C(B(CC)CC)C.C([O-])(=O)C.[Na+].[NH2:45]OS(O)(=O)=O. (8) The product is [NH:10]1[CH:14]=[C:13]([C:15]2[N:16]=[CH:17][N:18]([C:20]3[CH:25]=[CH:24][N:23]=[C:22]4[N:26]([C:32]5[CH:39]=[CH:38][C:35]([C:36]#[N:37])=[C:34]([NH:40][CH:41]([CH3:43])[CH3:42])[CH:33]=5)[N:27]=[C:28]([CH:29]([CH3:31])[CH3:30])[C:21]=34)[CH:19]=2)[CH:12]=[N:11]1. The reactants are C(OC[N:10]1[CH:14]=[C:13]([C:15]2[N:16]=[CH:17][N:18]([C:20]3[CH:25]=[CH:24][N:23]=[C:22]4[N:26]([C:32]5[CH:39]=[CH:38][C:35]([C:36]#[N:37])=[C:34]([NH:40][CH:41]([CH3:43])[CH3:42])[CH:33]=5)[N:27]=[C:28]([CH:29]([CH3:31])[CH3:30])[C:21]=34)[CH:19]=2)[CH:12]=[N:11]1)C1C=CC=CC=1.C(OCN1C=C(C2N=CN(C3C=CN=C4N(C5C=CC(C#N)=C(Br)C=5)N=C(C(C)C)C=34)C=2)C=N1)C1C=CC=CC=1.C(N)(C)C.O[C@H]1CC[C@H](N)CC1.[OH-].[Na+]. The yield is 0.430. The catalyst is C1(OC)C=CC=CC=1.FC(F)(F)C(O)=O.C(Cl)(Cl)Cl. (9) The reactants are Br[C:2]1[CH:7]=[CH:6][C:5]([NH:8][C:9]([C:11]2[N:12]([CH2:18][O:19][CH2:20][CH2:21][Si:22]([CH3:25])([CH3:24])[CH3:23])[CH:13]=[C:14]([C:16]#[N:17])[N:15]=2)=[O:10])=[C:4]([C:26]2[CH2:31][CH2:30][CH2:29][CH2:28][CH:27]=2)[CH:3]=1.[B:32]1([B:32]2[O:37][CH2:36][C:35]([CH3:39])([CH3:38])[CH2:34][O:33]2)[O:37][CH2:36][C:35]([CH3:39])([CH3:38])[CH2:34][O:33]1.CC([O-])=O.[K+].CCOC(C)=O. The catalyst is O1CCOCC1.C1C=CC(P(C2C=CC=CC=2)[C-]2C=CC=C2)=CC=1.C1C=CC(P(C2C=CC=CC=2)[C-]2C=CC=C2)=CC=1.Cl[Pd]Cl.[Fe+2]. The product is [C:26]1([C:4]2[CH:3]=[C:2]([B:32]3[O:37][CH2:36][C:35]([CH3:39])([CH3:38])[CH2:34][O:33]3)[CH:7]=[CH:6][C:5]=2[NH:8][C:9]([C:11]2[N:12]([CH2:18][O:19][CH2:20][CH2:21][Si:22]([CH3:23])([CH3:25])[CH3:24])[CH:13]=[C:14]([C:16]#[N:17])[N:15]=2)=[O:10])[CH2:31][CH2:30][CH2:29][CH2:28][CH:27]=1. The yield is 0.670. (10) The reactants are C(C1C=NC=CC=1OC1C=CC(N)=CC=1F)C.FC1C=CC(CC(N=C=O)=O)=CC=1.COC1C=C[C:36]([CH2:37][NH:38][C:39]2N=CN=[C:41]([O:45][C:46]3[CH:51]=[CH:50][C:49]([NH:52][C:53]([NH:55][C:56](=[O:65])[CH2:57][C:58]4[CH:63]=[CH:62][C:61]([F:64])=[CH:60][CH:59]=4)=[O:54])=[CH:48][C:47]=3[F:66])[CH:40]=2)=[CH:35][CH:34]=1.[ClH:69].CCOCC. The catalyst is C(Cl)Cl.CO. The yield is 0.360. The product is [ClH:69].[CH2:35]([C:36]1[CH:37]=[N:38][CH:39]=[CH:40][C:41]=1[O:45][C:46]1[CH:51]=[CH:50][C:49]([NH:52][C:53]([NH:55][C:56](=[O:65])[CH2:57][C:58]2[CH:63]=[CH:62][C:61]([F:64])=[CH:60][CH:59]=2)=[O:54])=[CH:48][C:47]=1[F:66])[CH3:34].